This data is from Full USPTO retrosynthesis dataset with 1.9M reactions from patents (1976-2016). The task is: Predict the reactants needed to synthesize the given product. (1) Given the product [CH3:5][O:4][C:2]([O:12][CH:11]1[O:14][C:6](=[O:13])[C:7]([Cl:8])=[C:9]1[Cl:10])=[O:3], predict the reactants needed to synthesize it. The reactants are: Cl[C:2]([O:4][CH3:5])=[O:3].[C:6]([OH:14])(=[O:13])/[C:7](=[C:9](\[CH:11]=[O:12])/[Cl:10])/[Cl:8].C(N(C(C)C)CC)(C)C. (2) Given the product [F:1][C:2]1[CH:10]=[C:9]2[C:5](/[C:6](=[C:12]3\[O:13][C:14]([CH3:24])([CH3:25])[C:15]([C:17]4[CH:22]=[CH:21][N:20]=[C:19]([N:29]5[CH2:28][CH2:27][N:26]([CH2:32][CH2:33][O:34][CH2:35][CH2:36][OH:37])[CH2:31][CH2:30]5)[CH:18]=4)=[CH:16]\3)/[C:7](=[O:11])[NH:8]2)=[CH:4][CH:3]=1, predict the reactants needed to synthesize it. The reactants are: [F:1][C:2]1[CH:10]=[C:9]2[C:5](/[C:6](=[C:12]3\[O:13][C:14]([CH3:25])([CH3:24])[C:15]([C:17]4[CH:22]=[CH:21][N:20]=[C:19](F)[CH:18]=4)=[CH:16]\3)/[C:7](=[O:11])[NH:8]2)=[CH:4][CH:3]=1.[N:26]1([CH2:32][CH2:33][O:34][CH2:35][CH2:36][OH:37])[CH2:31][CH2:30][NH:29][CH2:28][CH2:27]1.O. (3) The reactants are: CC(OI1(OC(C)=O)(OC(C)=O)OC(=O)C2C=CC=CC1=2)=O.[S:23]1[CH:27]=[CH:26][CH:25]=[C:24]1[C:28]1[NH:29][CH:30]=[C:31]([CH2:33][OH:34])[N:32]=1.C([O-])(O)=O.[Na+]. Given the product [S:23]1[CH:27]=[CH:26][CH:25]=[C:24]1[C:28]1[NH:29][CH:30]=[C:31]([CH:33]=[O:34])[N:32]=1, predict the reactants needed to synthesize it.